Dataset: Peptide-MHC class I binding affinity with 185,985 pairs from IEDB/IMGT. Task: Regression. Given a peptide amino acid sequence and an MHC pseudo amino acid sequence, predict their binding affinity value. This is MHC class I binding data. The peptide sequence is EMRFAYICT. The MHC is HLA-B57:01 with pseudo-sequence HLA-B57:01. The binding affinity (normalized) is 0.0847.